From a dataset of Full USPTO retrosynthesis dataset with 1.9M reactions from patents (1976-2016). Predict the reactants needed to synthesize the given product. (1) The reactants are: [CH3:1][S:2][C:3]1[CH:4]=[C:5]([CH:8]=[CH:9][CH:10]=1)[CH:6]=O.[C@@H:11]1([NH2:21])[C:20]2[C:15](=[CH:16][CH:17]=[CH:18][CH:19]=2)[CH2:14][CH2:13][CH2:12]1. Given the product [CH3:1][S:2][C:3]1[CH:4]=[C:5]([CH:8]=[CH:9][CH:10]=1)[CH2:6][NH:21][C@@H:11]1[C:20]2[C:15](=[CH:16][CH:17]=[CH:18][CH:19]=2)[CH2:14][CH2:13][CH2:12]1, predict the reactants needed to synthesize it. (2) Given the product [CH2:12]([O:14][C:15]([C:17]1([C:20]2[CH:21]=[CH:22][C:23]([C:26]3[CH:31]=[CH:30][C:29]([C:32]4[O:36][N:35]=[C:34]([CH3:37])[C:33]=4[CH:38]4[CH2:1][O:39]4)=[CH:28][CH:27]=3)=[CH:24][CH:25]=2)[CH2:19][CH2:18]1)=[O:16])[CH3:13], predict the reactants needed to synthesize it. The reactants are: [CH2:1]([Li])CCC.[I-].C[S+](C)(C)=O.[CH2:12]([O:14][C:15]([C:17]1([C:20]2[CH:25]=[CH:24][C:23]([C:26]3[CH:31]=[CH:30][C:29]([C:32]4[O:36][N:35]=[C:34]([CH3:37])[C:33]=4[CH:38]=[O:39])=[CH:28][CH:27]=3)=[CH:22][CH:21]=2)[CH2:19][CH2:18]1)=[O:16])[CH3:13].